The task is: Regression/Classification. Given a drug SMILES string, predict its absorption, distribution, metabolism, or excretion properties. Task type varies by dataset: regression for continuous measurements (e.g., permeability, clearance, half-life) or binary classification for categorical outcomes (e.g., BBB penetration, CYP inhibition). Dataset: cyp3a4_veith.. This data is from CYP3A4 inhibition data for predicting drug metabolism from PubChem BioAssay. (1) The drug is CCOc1ccc(C(=O)CCC(=O)O)cc1. The result is 0 (non-inhibitor). (2) The compound is Cc1ccc(CCN2CC(C(=O)NCCN3CCOCC3)CC2=O)cc1. The result is 0 (non-inhibitor). (3) The drug is O=C(NC(=S)N(CCCCO)C1CCCCC1)c1sc2ccccc2c1Cl. The result is 1 (inhibitor). (4) The compound is O=C(Oc1ccc2cc(Br)ccc2c1)c1cccnc1. The result is 1 (inhibitor). (5) The compound is Cc1cc2cccc(C)c2nc1SCC(=O)N(C)c1nc(-c2ccccc2)cs1. The result is 0 (non-inhibitor). (6) The molecule is CCC(CC)c1nnc(NC(=O)c2ccc3ccccc3n2)s1. The result is 0 (non-inhibitor). (7) The molecule is C=C[C@@]12CN(C)[C@@H]3[C@@H]4CO[C@H](C[C@@H]41)[C@]1(C(=O)Nc4ccccc41)[C@H]32. The result is 0 (non-inhibitor). (8) The compound is C=CCn1ncc(OC)c(Cl)c1=O. The result is 0 (non-inhibitor). (9) The result is 1 (inhibitor). The molecule is c1nc(N2CCNCC2)c2cc(-c3ccc4c(c3)OCO4)ccc2n1.